From a dataset of Reaction yield outcomes from USPTO patents with 853,638 reactions. Predict the reaction yield, written as a fraction of the theoretical maximum amount of product (1.0 means a 100% yield; for example, 0.34 means a 34% yield). The reactants are [CH2:1]([C:3]1[CH:11]=[C:10]([CH3:12])[C:9]([CH:13]=[O:14])=[CH:8][C:4]=1[C:5]([OH:7])=O)[CH3:2].CN(C(ON1N=NC2C=CC=CC1=2)=[N+](C)C)C.F[P-](F)(F)(F)(F)F.Cl.[NH:40]1[CH2:45][CH2:44][CH:43]([C:46]2[CH:53]=[CH:52][C:49]([C:50]#[N:51])=[CH:48][CH:47]=2)[CH2:42][CH2:41]1. The catalyst is CN(C)C=O.CCN(C(C)C)C(C)C. The product is [CH2:1]([C:3]1[CH:11]=[C:10]([CH3:12])[C:9]([CH:13]=[O:14])=[CH:8][C:4]=1[C:5]([N:40]1[CH2:45][CH2:44][CH:43]([C:46]2[CH:53]=[CH:52][C:49]([C:50]#[N:51])=[CH:48][CH:47]=2)[CH2:42][CH2:41]1)=[O:7])[CH3:2]. The yield is 0.850.